From a dataset of HIV replication inhibition screening data with 41,000+ compounds from the AIDS Antiviral Screen. Binary Classification. Given a drug SMILES string, predict its activity (active/inactive) in a high-throughput screening assay against a specified biological target. (1) The compound is COc1ccc2c(c1)C(=O)C13CC(C(=O)OCc4ccccc4)C(OC(C)=O)(CCC21)C3. The result is 0 (inactive). (2) The compound is CCOC(=O)Cc1ccc2c(c1O)C(=O)c1c(ccc(CC(=O)OCC)c1O)C2=O. The result is 0 (inactive). (3) The drug is CC(C)=CCC1(c2ccccc2)Oc2cccnc2-n2cccc2C1=O. The result is 0 (inactive). (4) The drug is CCOC(=O)C1=C(NC(C)(C)C)OCC1=O. The result is 0 (inactive). (5) The molecule is CC(=O)NC(CCCNC(=O)N(C)N=O)C(=O)NCc1ccccc1. The result is 0 (inactive). (6) The compound is Clc1ccc2sc(-n3ccc4ccccc43)nc2c1. The result is 0 (inactive).